This data is from NCI-60 drug combinations with 297,098 pairs across 59 cell lines. The task is: Regression. Given two drug SMILES strings and cell line genomic features, predict the synergy score measuring deviation from expected non-interaction effect. Drug 2: B(C(CC(C)C)NC(=O)C(CC1=CC=CC=C1)NC(=O)C2=NC=CN=C2)(O)O. Synergy scores: CSS=36.7, Synergy_ZIP=-2.58, Synergy_Bliss=-0.381, Synergy_Loewe=0.835, Synergy_HSA=1.88. Cell line: SW-620. Drug 1: C1C(C(OC1N2C=NC(=NC2=O)N)CO)O.